This data is from Reaction yield outcomes from USPTO patents with 853,638 reactions. The task is: Predict the reaction yield, written as a fraction of the theoretical maximum amount of product (1.0 means a 100% yield; for example, 0.34 means a 34% yield). (1) The reactants are [Cl:1][C:2]1[C:10]([Cl:11])=[C:9]([F:12])[CH:8]=[CH:7][C:3]=1C(O)=O.C([N:15]([CH2:18]C)CC)C.C1(P(N=[N+]=[N-])(C2C=CC=CC=2)=[O:27])C=CC=CC=1.[C:37]([OH:41])([CH3:40])([CH3:39])[CH3:38]. No catalyst specified. The product is [C:37]([O:41][C:18](=[O:27])[NH:15][C:3]1[CH:7]=[CH:8][C:9]([F:12])=[C:10]([Cl:11])[C:2]=1[Cl:1])([CH3:40])([CH3:39])[CH3:38]. The yield is 0.850. (2) The reactants are [NH2:1][C@@H:2]1[C:11]2[C:6](=[CH:7][CH:8]=[CH:9][CH:10]=2)[C@H:5]([OH:12])[CH2:4][CH2:3]1.[H-].[Na+].F[C:16]1[CH:17]=[CH:18][C:19]2[N:20]([C:22]([C@@H:25]3[CH2:29][C:28]([CH3:31])([CH3:30])[CH2:27][N:26]3[CH3:32])=[N:23][N:24]=2)[CH:21]=1.N. The catalyst is CN(C=O)C.CO.C(Cl)Cl. The product is [CH3:32][N:26]1[CH2:27][C:28]([CH3:31])([CH3:30])[CH2:29][C@H:25]1[C:22]1[N:20]2[CH:21]=[C:16]([O:12][C@H:5]3[C:6]4[C:11](=[CH:10][CH:9]=[CH:8][CH:7]=4)[C@@H:2]([NH2:1])[CH2:3][CH2:4]3)[CH:17]=[CH:18][C:19]2=[N:24][N:23]=1. The yield is 0.740.